This data is from Catalyst prediction with 721,799 reactions and 888 catalyst types from USPTO. The task is: Predict which catalyst facilitates the given reaction. (1) Reactant: [CH3:1][C:2]1[CH:3]=[C:4]([CH:8]=[CH:9][C:10]=1[N+:11]([O-:13])=[O:12])[CH2:5][NH:6][NH2:7].[F:14][C:15]([F:28])([C:24]([F:27])([F:26])[F:25])[C:16]([CH2:18][C:19](OCC)=[O:20])=O. Product: [CH3:1][C:2]1[CH:3]=[C:4]([CH:8]=[CH:9][C:10]=1[N+:11]([O-:13])=[O:12])[CH2:5][N:6]1[C:19]([OH:20])=[CH:18][C:16]([C:15]([F:14])([F:28])[C:24]([F:25])([F:26])[F:27])=[N:7]1. The catalyst class is: 15. (2) Reactant: C(OC([N:8]1[CH2:13][CH2:12][CH2:11][CH:10]([O:14][C:15]2[CH:16]=[C:17]3[C:22](=[CH:23][C:24]=2[CH3:25])[C:21]([NH2:26])=[N:20][CH:19]=[CH:18]3)[CH2:9]1)=O)(C)(C)C. Product: [CH3:25][C:24]1[CH:23]=[C:22]2[C:17]([CH:18]=[CH:19][N:20]=[C:21]2[NH2:26])=[CH:16][C:15]=1[O:14][CH:10]1[CH2:11][CH2:12][CH2:13][NH:8][CH2:9]1. The catalyst class is: 281. (3) Reactant: F[C:2]1[CH:7]=[CH:6][C:5]([N+:8]([O-:10])=[O:9])=[C:4]([CH3:11])[CH:3]=1.[NH2:12][C@@H:13]([CH2:16][CH3:17])[CH2:14][OH:15].CCN(C(C)C)C(C)C. Product: [CH3:11][C:4]1[CH:3]=[C:2]([NH:12][C@@H:13]([CH2:16][CH3:17])[CH2:14][OH:15])[CH:7]=[CH:6][C:5]=1[N+:8]([O-:10])=[O:9]. The catalyst class is: 16. (4) Reactant: [CH3:1][C:2]1([CH3:14])[C:6]([CH3:8])([CH3:7])[O:5][B:4]([C:9]2[CH:10]=[N:11][NH:12][CH:13]=2)[O:3]1.CS(O[CH2:20][C:21]1([C:24]#[N:25])[CH2:23][CH2:22]1)(=O)=O.[H-].[Na+]. Product: [CH3:1][C:2]1([CH3:14])[C:6]([CH3:7])([CH3:8])[O:5][B:4]([C:9]2[CH:13]=[N:12][N:11]([CH2:20][C:21]3([C:24]#[N:25])[CH2:23][CH2:22]3)[CH:10]=2)[O:3]1. The catalyst class is: 42. (5) Reactant: [CH3:1][O:2][C:3]1[CH:4]=[C:5]([CH2:20][C:21]([O:23]C2C(F)=C(F)C(F)=C(F)C=2F)=O)[CH:6]=[CH:7][C:8]=1[NH:9][C:10]([NH:12][C:13]1[CH:18]=[CH:17][CH:16]=[CH:15][C:14]=1[CH3:19])=[O:11].[Cl:35][C:36]1[CH:37]=[C:38]([CH:43]=[CH:44][C:45]=1[O:46][CH2:47][CH:48]1[CH2:52][CH2:51][CH2:50][NH:49]1)[C:39]([O:41][CH3:42])=[O:40].CCN(CC)CC. Product: [Cl:35][C:36]1[CH:37]=[C:38]([CH:43]=[CH:44][C:45]=1[O:46][CH2:47][CH:48]1[CH2:52][CH2:51][CH2:50][N:49]1[C:21](=[O:23])[CH2:20][C:5]1[CH:6]=[CH:7][C:8]([NH:9][C:10]([NH:12][C:13]2[CH:18]=[CH:17][CH:16]=[CH:15][C:14]=2[CH3:19])=[O:11])=[C:3]([O:2][CH3:1])[CH:4]=1)[C:39]([O:41][CH3:42])=[O:40]. The catalyst class is: 31. (6) Reactant: [CH3:1][O:2][C:3]1[N:8]=[CH:7][C:6]([NH:9][CH:10]=[C:11]2[C:16](=[O:17])OC(C)(C)OC2=O)=[C:5]([CH3:21])[CH:4]=1. Product: [CH3:1][O:2][C:3]1[N:8]=[C:7]2[C:6](=[C:5]([CH3:21])[CH:4]=1)[N:9]=[CH:10][CH:11]=[C:16]2[OH:17]. The catalyst class is: 400.